This data is from Reaction yield outcomes from USPTO patents with 853,638 reactions. The task is: Predict the reaction yield, written as a fraction of the theoretical maximum amount of product (1.0 means a 100% yield; for example, 0.34 means a 34% yield). The reactants are [CH2:1]([O:8][C:9]1[CH:10]=[C:11]2[C:15](=[CH:16][CH:17]=1)[NH:14][CH:13]=[CH:12]2)[C:2]1[CH:7]=[CH:6][CH:5]=[CH:4][CH:3]=1.[H-].[Na+].N1C2C(=CC=CC=2)C=C1.Br[CH2:30][C:31]([O:33][CH2:34][CH3:35])=[O:32]. The catalyst is CN(C=O)C. The product is [CH2:34]([O:33][C:31](=[O:32])[CH2:30][N:14]1[C:15]2[C:11](=[CH:10][C:9]([O:8][CH2:1][C:2]3[CH:3]=[CH:4][CH:5]=[CH:6][CH:7]=3)=[CH:17][CH:16]=2)[CH:12]=[CH:13]1)[CH3:35]. The yield is 0.860.